Dataset: Peptide-MHC class II binding affinity with 134,281 pairs from IEDB. Task: Regression. Given a peptide amino acid sequence and an MHC pseudo amino acid sequence, predict their binding affinity value. This is MHC class II binding data. (1) The peptide sequence is AYKVAATAANAAPAN. The MHC is DRB1_0401 with pseudo-sequence DRB1_0401. The binding affinity (normalized) is 0.458. (2) The peptide sequence is AIGIITLYLGAVVQA. The MHC is DRB5_0101 with pseudo-sequence DRB5_0101. The binding affinity (normalized) is 0. (3) The peptide sequence is RFLTEKGMKNVFDDV. The MHC is HLA-DQA10501-DQB10201 with pseudo-sequence HLA-DQA10501-DQB10201. The binding affinity (normalized) is 0.103.